Task: Predict which catalyst facilitates the given reaction.. Dataset: Catalyst prediction with 721,799 reactions and 888 catalyst types from USPTO (1) Reactant: C([O:3][C:4](=[O:23])[C:5]1[CH:10]=[CH:9][C:8]([C:11]([F:14])([F:13])[F:12])=[N:7][C:6]=1[CH2:15][N:16]1[N:20]=[C:19]([CH3:21])[O:18][C:17]1=[O:22])C.O[Li].O. Product: [CH3:21][C:19]1[O:18][C:17](=[O:22])[N:16]([CH2:15][C:6]2[N:7]=[C:8]([C:11]([F:14])([F:12])[F:13])[CH:9]=[CH:10][C:5]=2[C:4]([OH:23])=[O:3])[N:20]=1. The catalyst class is: 20. (2) Reactant: Br[C:2]1[CH:3]=[C:4]([S:9]([NH:12][CH:13]2[CH2:16][CH2:15][CH2:14]2)(=[O:11])=[O:10])[C:5]([Cl:8])=[N:6][CH:7]=1.[CH3:17][C:18]1[N:23]=[C:22]([NH:24][C:25]2[CH:30]=[C:29](B3OC(C)(C)C(C)(C)O3)[CH:28]=[CH:27][N:26]=2)[CH:21]=[CH:20][N:19]=1.C(=O)([O-])[O-].[K+].[K+]. Product: [Cl:8][C:5]1[N:6]=[CH:7][C:2]([C:29]2[CH:28]=[CH:27][N:26]=[C:25]([NH:24][C:22]3[CH:21]=[CH:20][N:19]=[C:18]([CH3:17])[N:23]=3)[CH:30]=2)=[CH:3][C:4]=1[S:9]([NH:12][CH:13]1[CH2:16][CH2:15][CH2:14]1)(=[O:11])=[O:10]. The catalyst class is: 117. (3) Reactant: [Br:1][C:2]1[CH:9]=[C:8]([OH:10])[CH:7]=[CH:6][C:3]=1[CH:4]=[O:5].C([O-])([O-])=O.[Cs+].[Cs+].[Br:17][CH2:18][CH2:19][CH2:20]Br. Product: [Br:1][C:2]1[CH:9]=[C:8]([O:10][CH2:20][CH2:19][CH2:18][Br:17])[CH:7]=[CH:6][C:3]=1[CH:4]=[O:5]. The catalyst class is: 23. (4) Reactant: [Cl:1][C:2]1[CH:7]=[C:6]([C:8]2([C:23]([F:26])([F:25])[F:24])[CH2:12][N:11]=[C:10]([C:13]3[CH:21]=[CH:20][C:16]([C:17](O)=[O:18])=[C:15]([CH3:22])[CH:14]=3)[CH2:9]2)[CH:5]=[C:4]([Cl:27])[N:3]=1.F[P-](F)(F)(F)(F)F.N1(OC(N(C)C)=[N+](C)C)C2C=CC=CC=2N=N1.C(N(CC)C(C)C)(C)C.Cl.[S:62]1[CH2:65][CH:64]([NH2:66])[CH2:63]1. Product: [Cl:27][C:4]1[CH:5]=[C:6]([C:8]2([C:23]([F:24])([F:25])[F:26])[CH2:12][N:11]=[C:10]([C:13]3[CH:21]=[CH:20][C:16]([C:17]([NH:66][CH:64]4[CH2:65][S:62][CH2:63]4)=[O:18])=[C:15]([CH3:22])[CH:14]=3)[CH2:9]2)[CH:7]=[C:2]([Cl:1])[N:3]=1. The catalyst class is: 35. (5) Reactant: [N:1]1([S:7]([C:10]2([C:16]([O:18][C:19]([CH3:22])([CH3:21])[CH3:20])=[O:17])[CH2:15][CH2:14][O:13][CH2:12][CH2:11]2)(=[O:9])=[O:8])[CH2:6][CH2:5][NH:4][CH2:3][CH2:2]1.Cl[C:24]1[N:29]=[CH:28][C:27]([Br:30])=[CH:26][N:25]=1.C(N(CC)CC)C. Product: [Br:30][C:27]1[CH:26]=[N:25][C:24]([N:4]2[CH2:3][CH2:2][N:1]([S:7]([C:10]3([C:16]([O:18][C:19]([CH3:22])([CH3:21])[CH3:20])=[O:17])[CH2:15][CH2:14][O:13][CH2:12][CH2:11]3)(=[O:9])=[O:8])[CH2:6][CH2:5]2)=[N:29][CH:28]=1. The catalyst class is: 93. (6) Reactant: C([N:8](CC1C=CC=CC=1)[C:9]1[N:17]=[CH:16][N:15]=[C:14]2[C:10]=1[NH:11][C:12](=[O:33])[N:13]2[C:18]1[CH:19]=[C:20]([NH:25][C:26](=[O:32])[O:27][C:28]([CH3:31])([CH3:30])[CH3:29])[CH:21]=[C:22]([CH3:24])[CH:23]=1)C1C=CC=CC=1.Cl. Product: [NH2:8][C:9]1[N:17]=[CH:16][N:15]=[C:14]2[C:10]=1[NH:11][C:12](=[O:33])[N:13]2[C:18]1[CH:19]=[C:20]([NH:25][C:26](=[O:32])[O:27][C:28]([CH3:29])([CH3:31])[CH3:30])[CH:21]=[C:22]([CH3:24])[CH:23]=1. The catalyst class is: 105. (7) Reactant: FC(F)(F)C([N:5]([CH2:20][CH2:21][CH2:22][CH2:23][CH3:24])[C:6]1[CH:15]=[CH:14][C:13]2[C:12]([CH3:17])([CH3:16])[CH2:11][CH2:10][C:9]([CH3:19])([CH3:18])[C:8]=2[CH:7]=1)=O.[OH-].[K+]. Product: [CH2:20]([NH:5][C:6]1[CH:15]=[CH:14][C:13]2[C:12]([CH3:17])([CH3:16])[CH2:11][CH2:10][C:9]([CH3:18])([CH3:19])[C:8]=2[CH:7]=1)[CH2:21][CH2:22][CH2:23][CH3:24]. The catalyst class is: 40. (8) Reactant: N(C(OC(C)(C)C)=O)=NC(OC(C)(C)C)=O.C1(P(C2C=CC=CC=2)C2C=CC=CC=2)C=CC=CC=1.[CH:36]1([CH2:39][N:40]2[CH:45]=[C:44]([OH:46])[C:43](=[O:47])[C:42]([C:48]3[N:52]([C:53]4[CH:58]=[CH:57][CH:56]=[CH:55][CH:54]=4)[N:51]=[CH:50][CH:49]=3)=[N:41]2)[CH2:38][CH2:37]1.[CH3:59][N:60]1[C:64]2[CH:65]=[CH:66][CH:67]=[CH:68][C:63]=2[N:62]=[C:61]1[CH2:69][CH2:70][CH2:71]O. Product: [CH:36]1([CH2:39][N:40]2[CH:45]=[C:44]([O:46][CH2:71][CH2:70][CH2:69][C:61]3[N:60]([CH3:59])[C:64]4[CH:65]=[CH:66][CH:67]=[CH:68][C:63]=4[N:62]=3)[C:43](=[O:47])[C:42]([C:48]3[N:52]([C:53]4[CH:58]=[CH:57][CH:56]=[CH:55][CH:54]=4)[N:51]=[CH:50][CH:49]=3)=[N:41]2)[CH2:37][CH2:38]1. The catalyst class is: 11.